From a dataset of Reaction yield outcomes from USPTO patents with 853,638 reactions. Predict the reaction yield, written as a fraction of the theoretical maximum amount of product (1.0 means a 100% yield; for example, 0.34 means a 34% yield). The reactants are [CH3:1][NH:2][N:3]=[CH:4][C:5](=[O:7])[CH3:6].[CH3:8][C:9]1[CH:10]=[C:11]([C:16](=O)[CH:17]=[O:18])[CH:12]=[CH:13][C:14]=1[CH3:15].C(Cl)(Cl)Cl.CCCCCC. The catalyst is C(O)(=O)C. The product is [CH3:8][C:9]1[CH:10]=[C:11]([C:16]2[N:2]([CH3:1])[N:3]=[C:4]([C:5](=[O:7])[CH3:6])[C:17]=2[OH:18])[CH:12]=[CH:13][C:14]=1[CH3:15]. The yield is 0.130.